Dataset: Reaction yield outcomes from USPTO patents with 853,638 reactions. Task: Predict the reaction yield, written as a fraction of the theoretical maximum amount of product (1.0 means a 100% yield; for example, 0.34 means a 34% yield). (1) The reactants are [CH2:1]([C@H:8]([NH:19][C:20](=[O:30])[O:21][C@@H:22]1[C@H:29]2[C@H:25]([O:26][CH2:27][CH2:28]2)[O:24][CH2:23]1)[C@H:9]([OH:18])[CH2:10][NH:11][O:12][CH:13]([CH2:16][CH3:17])[CH2:14][CH3:15])[C:2]1[CH:7]=[CH:6][CH:5]=[CH:4][CH:3]=1.[CH2:31]([O:38][C:39]1[CH:44]=[CH:43][C:42]([S:45](Cl)(=[O:47])=[O:46])=[CH:41][CH:40]=1)[C:32]1[CH:37]=[CH:36][CH:35]=[CH:34][CH:33]=1.C(N(C(C)C)CC)(C)C. The catalyst is O1CCCC1.CN(C1C=CC=CN=1)C. The product is [CH2:1]([C@H:8]([NH:19][C:20](=[O:30])[O:21][C@@H:22]1[C@H:29]2[C@H:25]([O:26][CH2:27][CH2:28]2)[O:24][CH2:23]1)[C@H:9]([OH:18])[CH2:10][N:11]([S:45]([C:42]1[CH:41]=[CH:40][C:39]([O:38][CH2:31][C:32]2[CH:33]=[CH:34][CH:35]=[CH:36][CH:37]=2)=[CH:44][CH:43]=1)(=[O:47])=[O:46])[O:12][CH:13]([CH2:14][CH3:15])[CH2:16][CH3:17])[C:2]1[CH:3]=[CH:4][CH:5]=[CH:6][CH:7]=1. The yield is 0.740. (2) The reactants are [C:1]1([C:7]2[CH:12]=[C:11]([F:13])[CH:10]=[CH:9][C:8]=2[OH:14])[CH:6]=[CH:5][CH:4]=[CH:3][CH:2]=1.C([Li])CCC.[Cl:20][Ti:21](Cl)([Cl:32])[C:22]1([CH3:31])[C:26]([CH3:27])=[C:25]([CH3:28])[C:24]([CH3:29])=[C:23]1[CH3:30]. The catalyst is C(OCC)C. The product is [Cl:20][Ti:21]([Cl:32])([C:22]1([CH3:31])[C:23]([CH3:30])=[C:24]([CH3:29])[C:25]([CH3:28])=[C:26]1[CH3:27])[O:14][C:8]1[CH:9]=[CH:10][C:11]([F:13])=[CH:12][C:7]=1[C:1]1[CH:2]=[CH:3][CH:4]=[CH:5][CH:6]=1. The yield is 0.830.